This data is from Forward reaction prediction with 1.9M reactions from USPTO patents (1976-2016). The task is: Predict the product of the given reaction. (1) Given the reactants Cl[CH2:2][CH2:3][O:4][CH2:5][CH2:6][OH:7].[C:8]1(=[O:18])[NH:12][C:11](=[O:13])[C:10]2=[CH:14][CH:15]=[CH:16][CH:17]=[C:9]12.[K], predict the reaction product. The product is: [C:8]1(=[O:18])[N:12]([CH2:2][CH2:3][O:4][CH2:5][CH2:6][OH:7])[C:11](=[O:13])[C:10]2=[CH:14][CH:15]=[CH:16][CH:17]=[C:9]12. (2) Given the reactants [NH:1]1[C:9]2[C:4](=[CH:5][CH:6]=[CH:7][CH:8]=2)[C:3](=O)[C:2]1=O.[NH2:12][NH:13][C:14]([NH2:16])=[S:15].C(=O)([O-])[O-].[K+].[K+].C(O)(=O)C, predict the reaction product. The product is: [NH:16]1[C:2]2[NH:1][C:9]3[C:4](=[CH:5][CH:6]=[CH:7][CH:8]=3)[C:3]=2[N:12]=[N:13][C:14]1=[S:15].